From a dataset of Catalyst prediction with 721,799 reactions and 888 catalyst types from USPTO. Predict which catalyst facilitates the given reaction. (1) Reactant: [I:1][C:2]1[C:10]2[C:5](=[CH:6][CH:7]=[C:8]([C:11]([OH:13])=[O:12])[CH:9]=2)[NH:4][CH:3]=1.[H-].[Na+].[C:16]1([CH3:26])[CH:21]=[CH:20][C:19]([S:22](Cl)(=[O:24])=[O:23])=[CH:18][CH:17]=1.Cl. Product: [I:1][C:2]1[C:10]2[C:5](=[CH:6][CH:7]=[C:8]([C:11]([OH:13])=[O:12])[CH:9]=2)[N:4]([S:22]([C:19]2[CH:20]=[CH:21][C:16]([CH3:26])=[CH:17][CH:18]=2)(=[O:24])=[O:23])[CH:3]=1. The catalyst class is: 18. (2) Reactant: [C:9](O[C:9]([O:11][C:12]([CH3:15])([CH3:14])[CH3:13])=[O:10])([O:11][C:12]([CH3:15])([CH3:14])[CH3:13])=[O:10].[NH2:16][CH:17]([C:21]1[CH:26]=[CH:25][C:24]([Cl:27])=[CH:23][CH:22]=1)[CH2:18][CH2:19][OH:20]. Product: [Cl:27][C:24]1[CH:23]=[CH:22][C:21]([CH:17]([NH:16][C:9](=[O:10])[O:11][C:12]([CH3:13])([CH3:14])[CH3:15])[CH2:18][CH2:19][OH:20])=[CH:26][CH:25]=1. The catalyst class is: 2.